From a dataset of Peptide-MHC class II binding affinity with 134,281 pairs from IEDB. Regression. Given a peptide amino acid sequence and an MHC pseudo amino acid sequence, predict their binding affinity value. This is MHC class II binding data. The peptide sequence is MNIKLQMPLYVAGYK. The MHC is DRB1_1302 with pseudo-sequence DRB1_1302. The binding affinity (normalized) is 1.00.